Dataset: Full USPTO retrosynthesis dataset with 1.9M reactions from patents (1976-2016). Task: Predict the reactants needed to synthesize the given product. (1) Given the product [CH3:31][C:28]1[N:27]=[CH:26][C:25]([CH2:24][NH:23][C:21]([C:10]2[CH:9]=[C:8]([C:5]3[CH:6]=[CH:7][C:2]([B:32]4[O:36][C:35]([CH3:38])([CH3:37])[C:34]([CH3:40])([CH3:39])[O:33]4)=[CH:3][CH:4]=3)[CH:13]=[C:12]([C:14]([N:16]3[CH2:20][CH2:19][CH2:18][CH2:17]3)=[O:15])[CH:11]=2)=[O:22])=[CH:30][CH:29]=1, predict the reactants needed to synthesize it. The reactants are: Br[C:2]1[CH:7]=[CH:6][C:5]([C:8]2[CH:13]=[C:12]([C:14]([N:16]3[CH2:20][CH2:19][CH2:18][CH2:17]3)=[O:15])[CH:11]=[C:10]([C:21]([NH:23][CH2:24][C:25]3[CH:26]=[N:27][C:28]([CH3:31])=[CH:29][CH:30]=3)=[O:22])[CH:9]=2)=[CH:4][CH:3]=1.[B:32]1([B:32]2[O:36][C:35]([CH3:38])([CH3:37])[C:34]([CH3:40])([CH3:39])[O:33]2)[O:36][C:35]([CH3:38])([CH3:37])[C:34]([CH3:40])([CH3:39])[O:33]1.C([O-])(=O)C.[K+].ClCCl. (2) The reactants are: [NH:1]1[CH2:6][CH2:5][CH:4]([N:7]2[CH2:10][C:9]([CH2:33][C:34]#[N:35])([N:11]3[CH:15]=[C:14]([C:16]4[C:17]5[CH:24]=[CH:23][N:22](COCC[Si](C)(C)C)[C:18]=5[N:19]=[CH:20][N:21]=4)[CH:13]=[N:12]3)[CH2:8]2)[CH2:3][CH2:2]1.N1(C[C:41]2[N:46]=[C:45]([C:47]([F:50])([F:49])[F:48])[N:44]=[C:43]([C:51]([OH:53])=O)[CH:42]=2)CCC1.Cl.[N:55]1([CH2:59]C2N=C(C(F)(F)F)N=C(C(O)=O)C=2)[CH2:58][CH2:57][CH2:56]1.C(N(CC)CC)C.F[P-](F)(F)(F)(F)F.C[N+](C)=C(N(C)C)ON1C2N=CC=CC=2N=N1. Given the product [N:55]1([CH2:59][C:42]2[C:43]([C:51]([N:1]3[CH2:6][CH2:5][CH:4]([N:7]4[CH2:10][C:9]([CH2:33][C:34]#[N:35])([N:11]5[CH:15]=[C:14]([C:16]6[C:17]7[CH:24]=[CH:23][NH:22][C:18]=7[N:19]=[CH:20][N:21]=6)[CH:13]=[N:12]5)[CH2:8]4)[CH2:3][CH2:2]3)=[O:53])=[N:44][C:45]([C:47]([F:48])([F:49])[F:50])=[N:46][CH:41]=2)[CH2:58][CH2:57][CH2:56]1, predict the reactants needed to synthesize it. (3) Given the product [CH2:7]([C:9]1[C:10]([CH2:11][OH:12])=[CH:15][CH:16]=[C:17]([CH3:19])[N:18]=1)[CH3:8], predict the reactants needed to synthesize it. The reactants are: [H-].[Al+3].[Li+].[H-].[H-].[H-].[CH2:7]([C:9]1[N:18]=[C:17]([CH3:19])[CH:16]=[CH:15][C:10]=1[C:11](OC)=[O:12])[CH3:8].O.O.O.O.O.O.O.O.O.O.S([O-])([O-])(=O)=O.[Na+].[Na+].